Dataset: NCI-60 drug combinations with 297,098 pairs across 59 cell lines. Task: Regression. Given two drug SMILES strings and cell line genomic features, predict the synergy score measuring deviation from expected non-interaction effect. (1) Drug 1: C1CN(CCN1C(=O)CCBr)C(=O)CCBr. Drug 2: C1=NNC2=C1C(=O)NC=N2. Cell line: OVCAR-5. Synergy scores: CSS=27.8, Synergy_ZIP=-3.22, Synergy_Bliss=1.58, Synergy_Loewe=4.29, Synergy_HSA=5.57. (2) Cell line: SF-268. Synergy scores: CSS=5.29, Synergy_ZIP=3.76, Synergy_Bliss=0.127, Synergy_Loewe=-3.62, Synergy_HSA=-0.232. Drug 1: CS(=O)(=O)CCNCC1=CC=C(O1)C2=CC3=C(C=C2)N=CN=C3NC4=CC(=C(C=C4)OCC5=CC(=CC=C5)F)Cl. Drug 2: C1CNP(=O)(OC1)N(CCCl)CCCl. (3) Drug 1: CC(C1=C(C=CC(=C1Cl)F)Cl)OC2=C(N=CC(=C2)C3=CN(N=C3)C4CCNCC4)N. Drug 2: CC1=C(C(CCC1)(C)C)C=CC(=CC=CC(=CC(=O)O)C)C. Cell line: HOP-62. Synergy scores: CSS=0.585, Synergy_ZIP=1.55, Synergy_Bliss=0.294, Synergy_Loewe=-3.55, Synergy_HSA=-3.34. (4) Drug 1: C1CC(C1)(C(=O)O)C(=O)O.[NH2-].[NH2-].[Pt+2]. Synergy scores: CSS=19.8, Synergy_ZIP=-9.29, Synergy_Bliss=0.0217, Synergy_Loewe=-26.8, Synergy_HSA=-3.50. Cell line: SK-OV-3. Drug 2: C1=NC2=C(N1)C(=S)N=CN2. (5) Drug 1: CC1=C(C=C(C=C1)C(=O)NC2=CC(=CC(=C2)C(F)(F)F)N3C=C(N=C3)C)NC4=NC=CC(=N4)C5=CN=CC=C5. Drug 2: CCC1(CC2CC(C3=C(CCN(C2)C1)C4=CC=CC=C4N3)(C5=C(C=C6C(=C5)C78CCN9C7C(C=CC9)(C(C(C8N6C)(C(=O)OC)O)OC(=O)C)CC)OC)C(=O)OC)O.OS(=O)(=O)O. Cell line: HOP-92. Synergy scores: CSS=-3.02, Synergy_ZIP=3.30, Synergy_Bliss=3.45, Synergy_Loewe=-1.24, Synergy_HSA=-1.23. (6) Drug 1: CC1C(C(CC(O1)OC2CC(OC(C2O)C)OC3=CC4=CC5=C(C(=O)C(C(C5)C(C(=O)C(C(C)O)O)OC)OC6CC(C(C(O6)C)O)OC7CC(C(C(O7)C)O)OC8CC(C(C(O8)C)O)(C)O)C(=C4C(=C3C)O)O)O)O. Drug 2: CC1=C(C=C(C=C1)C(=O)NC2=CC(=CC(=C2)C(F)(F)F)N3C=C(N=C3)C)NC4=NC=CC(=N4)C5=CN=CC=C5. Cell line: HT29. Synergy scores: CSS=35.0, Synergy_ZIP=0.831, Synergy_Bliss=-1.82, Synergy_Loewe=-22.6, Synergy_HSA=-4.41. (7) Drug 1: COCCOC1=C(C=C2C(=C1)C(=NC=N2)NC3=CC=CC(=C3)C#C)OCCOC.Cl. Drug 2: N.N.Cl[Pt+2]Cl. Cell line: UACC62. Synergy scores: CSS=42.6, Synergy_ZIP=-5.50, Synergy_Bliss=-5.19, Synergy_Loewe=-1.26, Synergy_HSA=-0.978. (8) Drug 1: C1=NC2=C(N1)C(=S)N=C(N2)N. Drug 2: C1C(C(OC1N2C=NC3=C(N=C(N=C32)Cl)N)CO)O. Cell line: UACC-257. Synergy scores: CSS=16.9, Synergy_ZIP=-3.84, Synergy_Bliss=-0.777, Synergy_Loewe=-4.14, Synergy_HSA=-2.93.